This data is from Catalyst prediction with 721,799 reactions and 888 catalyst types from USPTO. The task is: Predict which catalyst facilitates the given reaction. (1) Reactant: [CH2:1]([NH:8][C:9]1[N:10]=[C:11]2[C:16](=[CH:17][CH:18]=1)[NH:15][CH:14]=[C:13]([C:19]([OH:21])=O)[C:12]2=[O:22])[C:2]1[CH:7]=[CH:6][CH:5]=[CH:4][CH:3]=1.C(N(CC)CC)C.ClC(OCC)=O.[CH2:36]([NH2:40])[CH2:37][CH2:38][CH3:39].[Cl-].[Na+]. Product: [CH2:36]([NH:40][C:19]([C:13]1[C:12](=[O:22])[C:11]2[C:16](=[CH:17][CH:18]=[C:9]([NH:8][CH2:1][C:2]3[CH:3]=[CH:4][CH:5]=[CH:6][CH:7]=3)[N:10]=2)[NH:15][CH:14]=1)=[O:21])[CH2:37][CH2:38][CH3:39]. The catalyst class is: 9. (2) Reactant: [NH2:1][C:2]1[N:11]=[C:10]([NH2:12])[C:9]2[C:4](=[CH:5][CH:6]=[C:7]([CH2:13]Br)[CH:8]=2)[N:3]=1.[C:15]1([C:25]([OH:27])=[O:26])[C:24]2[C:19](=[CH:20][CH:21]=[CH:22][CH:23]=2)[CH:18]=[CH:17][CH:16]=1.C(=O)([O-])[O-].[K+].[K+]. Product: [C:15]1([C:25]([O:27][CH2:13][C:7]2[CH:8]=[C:9]3[C:4](=[CH:5][CH:6]=2)[N:3]=[C:2]([NH2:1])[N:11]=[C:10]3[NH2:12])=[O:26])[C:24]2[C:19](=[CH:20][CH:21]=[CH:22][CH:23]=2)[CH:18]=[CH:17][CH:16]=1. The catalyst class is: 3.